From a dataset of Full USPTO retrosynthesis dataset with 1.9M reactions from patents (1976-2016). Predict the reactants needed to synthesize the given product. Given the product [F:61][C:62]1[CH:67]=[C:66]([NH:8][C:9](=[S:35])[NH:10][C:11]2[CH:12]=[CH:13][C:14]([C:17]3[CH:25]=[C:24]4[C:20]([CH2:21][N:22]([C@@H:27]([CH:32]([CH3:33])[CH3:34])[C:28]([O:30][CH3:31])=[O:29])[C:23]4=[O:26])=[CH:19][CH:18]=3)=[CH:15][CH:16]=2)[CH:65]=[CH:64][CH:63]=1, predict the reactants needed to synthesize it. The reactants are: FC1C=CC=CC=1[NH:8][C:9](=[S:35])[NH:10][C:11]1[CH:16]=[CH:15][C:14]([C:17]2[CH:25]=[C:24]3[C:20]([CH2:21][N:22]([C@@H:27]([CH:32]([CH3:34])[CH3:33])[C:28]([O:30][CH3:31])=[O:29])[C:23]3=[O:26])=[CH:19][CH:18]=2)=[CH:13][CH:12]=1.NC1C=CC(C2C=C3C(CN([C@@H](C(C)C)C(OC)=O)C3=O)=CC=2)=CC=1.[F:61][C:62]1[CH:63]=[C:64](N=C=S)[CH:65]=[CH:66][CH:67]=1.